Predict the product of the given reaction. From a dataset of Forward reaction prediction with 1.9M reactions from USPTO patents (1976-2016). (1) Given the reactants C([O:3][C:4]([C:6]1[C:7]([O:23][CH:24]2[CH2:28][CH2:27][CH2:26][CH2:25]2)=[N:8][C:9]2[C:14]([C:15]=1[C:16]1[CH:21]=[CH:20][CH:19]=[CH:18][CH:17]=1)=[CH:13][C:12]([Cl:22])=[CH:11][CH:10]=2)=[O:5])C.[OH-].[Na+], predict the reaction product. The product is: [Cl:22][C:12]1[CH:13]=[C:14]2[C:9](=[CH:10][CH:11]=1)[N:8]=[C:7]([O:23][CH:24]1[CH2:28][CH2:27][CH2:26][CH2:25]1)[C:6]([C:4]([OH:5])=[O:3])=[C:15]2[C:16]1[CH:17]=[CH:18][CH:19]=[CH:20][CH:21]=1. (2) Given the reactants FC(F)(F)C([N:5]([C@@H:13]1[CH2:15][C@H:14]1[C:16]1[CH:21]=[CH:20][CH:19]=[CH:18][CH:17]=1)[CH2:6][CH:7]1[CH2:12][CH2:11][NH:10][CH2:9][CH2:8]1)=O.C(=O)([O-])[O-].[K+].[K+].Br[CH2:31][C:32]([O:34][C:35]([CH3:38])([CH3:37])[CH3:36])=[O:33], predict the reaction product. The product is: [C:16]1([C@@H:14]2[CH2:15][C@H:13]2[NH:5][CH2:6][CH:7]2[CH2:8][CH2:9][N:10]([CH2:31][C:32]([O:34][C:35]([CH3:38])([CH3:37])[CH3:36])=[O:33])[CH2:11][CH2:12]2)[CH:17]=[CH:18][CH:19]=[CH:20][CH:21]=1. (3) Given the reactants [Br:1][C:2]1[CH:9]=[C:8]([CH3:10])[C:5]([CH:6]=[O:7])=[C:4]([O:11][CH3:12])[CH:3]=1.Cl([O-])=[O:14].[Na+].P(O)(O)([O-])=O.[Na+].CC(=CC)C, predict the reaction product. The product is: [Br:1][C:2]1[CH:9]=[C:8]([CH3:10])[C:5]([C:6]([OH:14])=[O:7])=[C:4]([O:11][CH3:12])[CH:3]=1. (4) The product is: [C:1]1([C:7]2[S:11][CH:10]=[C:9]([C:12]([C:14]3[CH:19]=[C:18]([O:20][CH3:21])[C:17]([O:22][CH3:23])=[C:16]([O:24][CH3:25])[CH:15]=3)=[O:13])[CH:8]=2)[CH:6]=[CH:5][CH:4]=[CH:3][CH:2]=1. Given the reactants [C:1]1([C:7]2[S:11][CH:10]=[C:9]([CH:12]([C:14]3[CH:19]=[C:18]([O:20][CH3:21])[C:17]([O:22][CH3:23])=[C:16]([O:24][CH3:25])[CH:15]=3)[OH:13])[CH:8]=2)[CH:6]=[CH:5][CH:4]=[CH:3][CH:2]=1.CC(OI1(OC(C)=O)(OC(C)=O)OC(=O)C2C=CC=CC1=2)=O, predict the reaction product. (5) Given the reactants Cl[C:2]1[N:7]=[CH:6][N:5]=[C:4]([NH:8][C:9]2[CH:14]=[CH:13][CH:12]=[C:11]([CH2:15][S:16]([CH3:19])(=[O:18])=[O:17])[CH:10]=2)[N:3]=1.[Cl:20][C:21]1[CH:26]=[CH:25][C:24](B(O)O)=[C:23]([O:30][CH:31]2[CH2:35][CH2:34][CH2:33][CH2:32]2)[CH:22]=1.C(=O)([O-])[O-].[K+].[K+], predict the reaction product. The product is: [Cl:20][C:21]1[CH:26]=[CH:25][C:24]([C:2]2[N:7]=[CH:6][N:5]=[C:4]([NH:8][C:9]3[CH:14]=[CH:13][CH:12]=[C:11]([CH2:15][S:16]([CH3:19])(=[O:18])=[O:17])[CH:10]=3)[N:3]=2)=[C:23]([O:30][CH:31]2[CH2:35][CH2:34][CH2:33][CH2:32]2)[CH:22]=1.